This data is from NCI-60 drug combinations with 297,098 pairs across 59 cell lines. The task is: Regression. Given two drug SMILES strings and cell line genomic features, predict the synergy score measuring deviation from expected non-interaction effect. (1) Drug 1: C1=CC(=CC=C1CCC2=CNC3=C2C(=O)NC(=N3)N)C(=O)NC(CCC(=O)O)C(=O)O. Drug 2: C1=C(C(=O)NC(=O)N1)F. Cell line: DU-145. Synergy scores: CSS=41.0, Synergy_ZIP=-6.33, Synergy_Bliss=-5.64, Synergy_Loewe=0.445, Synergy_HSA=1.22. (2) Drug 1: CC1=CC2C(CCC3(C2CCC3(C(=O)C)OC(=O)C)C)C4(C1=CC(=O)CC4)C. Drug 2: C1=NC2=C(N1)C(=S)N=CN2. Cell line: 786-0. Synergy scores: CSS=-3.85, Synergy_ZIP=-13.6, Synergy_Bliss=-32.0, Synergy_Loewe=-79.0, Synergy_HSA=-33.4. (3) Drug 1: CC1CCC2CC(C(=CC=CC=CC(CC(C(=O)C(C(C(=CC(C(=O)CC(OC(=O)C3CCCCN3C(=O)C(=O)C1(O2)O)C(C)CC4CCC(C(C4)OC)OCCO)C)C)O)OC)C)C)C)OC. Drug 2: CCCCC(=O)OCC(=O)C1(CC(C2=C(C1)C(=C3C(=C2O)C(=O)C4=C(C3=O)C=CC=C4OC)O)OC5CC(C(C(O5)C)O)NC(=O)C(F)(F)F)O. Cell line: SK-MEL-5. Synergy scores: CSS=64.8, Synergy_ZIP=4.37, Synergy_Bliss=4.69, Synergy_Loewe=6.38, Synergy_HSA=6.19. (4) Drug 1: CC(CN1CC(=O)NC(=O)C1)N2CC(=O)NC(=O)C2. Drug 2: CC1=C2C(C(=O)C3(C(CC4C(C3C(C(C2(C)C)(CC1OC(=O)C(C(C5=CC=CC=C5)NC(=O)C6=CC=CC=C6)O)O)OC(=O)C7=CC=CC=C7)(CO4)OC(=O)C)O)C)OC(=O)C. Cell line: HL-60(TB). Synergy scores: CSS=58.5, Synergy_ZIP=-11.3, Synergy_Bliss=-14.6, Synergy_Loewe=-14.9, Synergy_HSA=-12.1.